This data is from Reaction yield outcomes from USPTO patents with 853,638 reactions. The task is: Predict the reaction yield, written as a fraction of the theoretical maximum amount of product (1.0 means a 100% yield; for example, 0.34 means a 34% yield). The reactants are [Br:1][C:2]1[CH:3]=[CH:4][C:5]([NH:8][C:9](=[O:27])[C:10]2[CH:15]=[C:14]([S:16][C:17]3[N:18]([CH3:22])[CH:19]=[CH:20][N:21]=3)[C:13]([F:23])=[CH:12][C:11]=2[N+:24]([O-])=O)=[N:6][CH:7]=1.[NH4+].[Cl-]. The catalyst is [Fe].C(O)(C)C. The product is [NH2:24][C:11]1[CH:12]=[C:13]([F:23])[C:14]([S:16][C:17]2[N:18]([CH3:22])[CH:19]=[CH:20][N:21]=2)=[CH:15][C:10]=1[C:9]([NH:8][C:5]1[CH:4]=[CH:3][C:2]([Br:1])=[CH:7][N:6]=1)=[O:27]. The yield is 0.520.